Dataset: Reaction yield outcomes from USPTO patents with 853,638 reactions. Task: Predict the reaction yield, written as a fraction of the theoretical maximum amount of product (1.0 means a 100% yield; for example, 0.34 means a 34% yield). The reactants are [N:1]([C:4]([C:7]1[CH:12]=[CH:11][C:10]([NH:13][C:14]([C:16]2[NH:17][CH:18]=[C:19]([C:21]#[N:22])[N:20]=2)=[O:15])=[C:9]([C:23]2[CH2:28][CH2:27][CH2:26][CH2:25][CH:24]=2)[CH:8]=1)([CH3:6])[CH3:5])=[N+]=[N-].[C:29]([OH:32])(=[O:31])[CH3:30]. The catalyst is C1COCC1.[Zn]. The product is [C:29]([OH:32])(=[O:31])[CH3:30].[NH2:1][C:4]([C:7]1[CH:12]=[CH:11][C:10]([NH:13][C:14]([C:16]2[NH:17][CH:18]=[C:19]([C:21]#[N:22])[N:20]=2)=[O:15])=[C:9]([C:23]2[CH2:28][CH2:27][CH2:26][CH2:25][CH:24]=2)[CH:8]=1)([CH3:6])[CH3:5]. The yield is 0.910.